From a dataset of Forward reaction prediction with 1.9M reactions from USPTO patents (1976-2016). Predict the product of the given reaction. (1) Given the reactants [CH3:1][O:2][C:3](=[O:38])[CH2:4][N:5]1[CH2:10][CH2:9][N:8]([CH:11]([C:29]2[CH:34]=[CH:33][CH:32]=[CH:31][C:30]=2[N+:35]([O-])=O)[CH2:12][O:13][CH2:14][C:15]2[CH:20]=[C:19]([C:21]([F:24])([F:23])[F:22])[CH:18]=[C:17]([C:25]([F:28])([F:27])[F:26])[CH:16]=2)[CH2:7][CH2:6]1.Cl[Sn]Cl, predict the reaction product. The product is: [CH3:1][O:2][C:3](=[O:38])[CH2:4][N:5]1[CH2:10][CH2:9][N:8]([CH:11]([C:29]2[CH:34]=[CH:33][CH:32]=[CH:31][C:30]=2[NH2:35])[CH2:12][O:13][CH2:14][C:15]2[CH:20]=[C:19]([C:21]([F:23])([F:22])[F:24])[CH:18]=[C:17]([C:25]([F:26])([F:27])[F:28])[CH:16]=2)[CH2:7][CH2:6]1. (2) The product is: [Br:30][C:31]1[CH:39]=[CH:38][CH:37]=[C:36]2[C:32]=1[CH2:33][N:34]([C:18]([O:1][C@H:2]1[CH2:6][N:5]([C:7]([O:9][C:10]([CH3:11])([CH3:12])[CH3:13])=[O:8])[C@H:4]([C:14]([O:16][CH3:17])=[O:15])[CH2:3]1)=[O:19])[CH2:35]2. Given the reactants [OH:1][C@H:2]1[CH2:6][N:5]([C:7]([O:9][C:10]([CH3:13])([CH3:12])[CH3:11])=[O:8])[C@H:4]([C:14]([O:16][CH3:17])=[O:15])[CH2:3]1.[C:18](C1NC=CN=1)(C1NC=CN=1)=[O:19].[Br:30][C:31]1[C:32]2[C:36]([CH:37]=[CH:38][CH:39]=1)=[CH:35][NH:34][CH:33]=2, predict the reaction product. (3) The product is: [F:1][C:2]1[C:3]([CH3:24])=[C:4]([C@:8]2([C:20]([OH:22])=[O:21])[CH2:12][CH2:11][C:10]([C:13]3[C:14]([CH3:19])=[N:15][CH:16]=[CH:17][CH:18]=3)=[CH:9]2)[CH:5]=[CH:6][CH:7]=1. Given the reactants [F:1][C:2]1[C:3]([CH3:24])=[C:4]([C@:8]2([C:20]([O:22]C)=[O:21])[CH2:12][CH2:11][C:10]([C:13]3[C:14]([CH3:19])=[N:15][CH:16]=[CH:17][CH:18]=3)=[CH:9]2)[CH:5]=[CH:6][CH:7]=1.[OH-].[Na+], predict the reaction product. (4) Given the reactants [C:1]1([NH:7][C:8]2[CH:13]=[CH:12][C:11]([NH2:14])=[CH:10][CH:9]=2)[CH:6]=[CH:5][CH:4]=[CH:3][CH:2]=1.C(O[BH-](O[C:25](=O)[CH3:26])OC(=O)C)(=O)C.[Na+].[CH:29](=O)[CH2:30][CH2:31][CH2:32][CH3:33], predict the reaction product. The product is: [C:1]1([N:7]([CH2:9][CH2:8][CH2:13][CH2:25][CH3:26])[C:8]2[CH:13]=[CH:12][C:11]([N:14]([CH2:3][CH2:2][CH2:1][CH2:6][CH3:5])[CH2:29][CH2:30][CH2:31][CH2:32][CH3:33])=[CH:10][CH:9]=2)[CH:2]=[CH:3][CH:4]=[CH:5][CH:6]=1. (5) The product is: [Cl:3][C:4]1[CH:5]=[C:6]2[C:10](=[CH:11][CH:12]=1)[NH:9][C:8](=[O:13])[C:7]2([OH:14])[C:11]1[CH:12]=[CH:4][CH:5]=[C:17]([CH3:18])[C:21]=1[O:20][CH3:19]. Given the reactants [H-].[Na+].[Cl:3][C:4]1[CH:5]=[C:6]2[C:10](=[CH:11][CH:12]=1)[NH:9][C:8](=[O:13])[C:7]2=[O:14].[NH4+].[Cl-].[CH2:17]1[CH2:21][O:20][CH2:19][CH2:18]1, predict the reaction product. (6) Given the reactants [Br:1][C:2]1[CH:9]=[CH:8][CH:7]=[CH:6][C:3]=1[CH2:4]Br.[CH3:10][NH2:11], predict the reaction product. The product is: [Br:1][C:2]1[CH:9]=[CH:8][CH:7]=[CH:6][C:3]=1[CH2:4][NH:11][CH3:10]. (7) Given the reactants [Cl:1][C:2]1[CH:3]=[C:4]([NH:8][CH2:9][C:10]2[C:19]3[C:14](=[C:15]([F:20])[CH:16]=[CH:17][CH:18]=3)[NH:13][C:12](=[O:21])[CH:11]=2)[CH:5]=[CH:6][CH:7]=1.[CH3:22][C:23]1[N:24]=[CH:25][S:26][C:27]=1[C:28](O)=[O:29], predict the reaction product. The product is: [Cl:1][C:2]1[CH:3]=[C:4]([N:8]([CH2:9][C:10]2[C:19]3[C:14](=[C:15]([F:20])[CH:16]=[CH:17][CH:18]=3)[NH:13][C:12](=[O:21])[CH:11]=2)[C:28]([C:27]2[S:26][CH:25]=[N:24][C:23]=2[CH3:22])=[O:29])[CH:5]=[CH:6][CH:7]=1. (8) Given the reactants [CH3:1][CH:2]([OH:13])[C:3]#[C:4][CH:5]([OH:12])[CH2:6][CH2:7][CH:8]=[CH:9][CH2:10][CH3:11].N1C2C(=CC=CC=2)C=CC=1, predict the reaction product. The product is: [CH3:1][CH:2]([OH:13])[CH2:3][CH2:4][CH:5]([OH:12])[CH2:6][CH2:7][CH:8]=[CH:9][CH2:10][CH3:11]. (9) Given the reactants [CH2:1]1[C:13]2[NH:12][C:11]3[C:6](=[CH:7][CH:8]=[CH:9][CH:10]=3)[C:5]=2[CH2:4][C@@H:3]([CH2:14][NH:15][CH2:16][C@@H:17]2[O:31][C:21]3=[C:22]4[C:27](=[CH:28][CH:29]=[C:20]3[O:19][CH2:18]2)[N:26]=[C:25]([CH3:30])[CH:24]=[CH:23]4)[CH2:2]1.Cl, predict the reaction product. The product is: [CH2:1]1[C:13]2[NH:12][C:11]3[C:6](=[CH:7][CH:8]=[CH:9][CH:10]=3)[C:5]=2[CH2:4][C@H:3]([CH2:14][NH:15][CH2:16][C@@H:17]2[O:31][C:21]3=[C:22]4[C:27](=[CH:28][CH:29]=[C:20]3[O:19][CH2:18]2)[N:26]=[C:25]([CH3:30])[CH:24]=[CH:23]4)[CH2:2]1.